Dataset: Reaction yield outcomes from USPTO patents with 853,638 reactions. Task: Predict the reaction yield, written as a fraction of the theoretical maximum amount of product (1.0 means a 100% yield; for example, 0.34 means a 34% yield). (1) The reactants are [Cl:1][C:2]1[CH:3]=[C:4]([C:8]2([C:14]([N:16]([CH3:18])[CH3:17])=O)[CH2:13][CH2:12][CH2:11][CH2:10][CH2:9]2)[CH:5]=[CH:6][CH:7]=1.Cl. No catalyst specified. The product is [ClH:1].[Cl:1][C:2]1[CH:3]=[C:4]([C:8]2([CH2:14][N:16]([CH3:18])[CH3:17])[CH2:13][CH2:12][CH2:11][CH2:10][CH2:9]2)[CH:5]=[CH:6][CH:7]=1. The yield is 0.120. (2) The reactants are [ClH:1].[Br:2][C:3]1[CH:13]=[C:12]([O:14][CH2:15][CH:16]([OH:19])[CH2:17][OH:18])[C:11]([O:20][CH3:21])=[CH:10][C:4]=1[CH2:5][NH:6]C(=O)C. The yield is 1.00. The catalyst is C(O)C. The product is [ClH:1].[Br:2][C:3]1[CH:13]=[C:12]([O:14][CH2:15][CH:16]([OH:19])[CH2:17][OH:18])[C:11]([O:20][CH3:21])=[CH:10][C:4]=1[CH2:5][NH2:6]. (3) The reactants are [O:1]1[C:5]([C:6]2[CH:11]=[CH:10][CH:9]=[CH:8][N+:7]=2[O-])=[CH:4][N:3]=[CH:2]1.C[Si]([C:17]#[N:18])(C)C.CN(C)C(Cl)=O. The catalyst is [N+](CC)([O-])=O. The product is [O:1]1[C:5]([C:6]2[N:7]=[C:8]([C:17]#[N:18])[CH:9]=[CH:10][CH:11]=2)=[CH:4][N:3]=[CH:2]1. The yield is 0.750. (4) The reactants are Cl.[CH3:2][O:3][NH:4][CH3:5].N1C=CC=CC=1.[C:12](Cl)(=[O:16])[C:13]([CH3:15])=[CH2:14]. The catalyst is C1COCC1. The product is [CH3:2][O:3][N:4]([CH3:5])[C:12](=[O:16])[C:13]([CH3:15])=[CH2:14]. The yield is 0.875. (5) The reactants are [Br:1][C:2]1[C:3]([CH3:8])=[N:4][CH:5]=[CH:6][CH:7]=1.ClC1C=CC=C(C(OO)=[O:17])C=1. The catalyst is C(Cl)Cl.C(OCC)(=O)C. The product is [Br:1][C:2]1[C:3]([CH3:8])=[N+:4]([O-:17])[CH:5]=[CH:6][CH:7]=1. The yield is 0.610. (6) The reactants are [F:1][C:2]1([F:30])[CH2:7][CH2:6][N:5]([C:8]([C:10]2[NH:11][C:12]3[C:17]([CH:18]=2)=[CH:16][C:15]([C:19]([N:21]2[CH2:26][CH2:25][N:24]([CH:27]([CH3:29])[CH3:28])[CH2:23][CH2:22]2)=[O:20])=[CH:14][CH:13]=3)=[O:9])[CH2:4][CH2:3]1.[H-].[Na+].Br[CH:34]([CH3:36])[CH3:35]. The catalyst is CN(C)C=O. The product is [F:30][C:2]1([F:1])[CH2:7][CH2:6][N:5]([C:8]([C:10]2[N:11]([CH:34]([CH3:36])[CH3:35])[C:12]3[C:17]([CH:18]=2)=[CH:16][C:15]([C:19]([N:21]2[CH2:22][CH2:23][N:24]([CH:27]([CH3:28])[CH3:29])[CH2:25][CH2:26]2)=[O:20])=[CH:14][CH:13]=3)=[O:9])[CH2:4][CH2:3]1. The yield is 0.540. (7) The product is [OH:42][C@H:34]1[CH2:35][C:36]2[C:41](=[CH:40][CH:39]=[CH:38][CH:37]=2)[C@H:33]1[NH:32][C:118]([C@@H:113]([NH:112][C:111]([N:88]1[CH2:89][C@H:90]([O:92][C:93]2[C:102]3[C:97](=[CH:98][C:99]([O:103][CH3:104])=[CH:100][CH:101]=3)[N:96]=[C:95]([C:105]3[CH:106]=[CH:107][CH:108]=[CH:109][CH:110]=3)[CH:94]=2)[CH2:91][C@H:87]1[C:85]([NH:84][C@:79]1([C:77]([OH:78])=[O:76])[CH2:81][C@H:80]1[CH:82]=[CH2:83])=[O:86])=[O:131])[CH:114]([CH3:116])[CH3:115])=[O:130]. No catalyst specified. The reactants are C(OC(N[C@@H](C(C)C)C(O)=O)=O)(C)(C)C.C(OC(NC(C(C)(C)C)C(O)=O)=O)(C)(C)C.[NH2:32][C@@H:33]1[C:41]2[C:36](=[CH:37][CH:38]=[CH:39][CH:40]=2)[CH2:35][C@@H:34]1[OH:42].C(OC(=O)NC(C(=O)NC1C2C(=CC=CC=2)CC1O)C(C)(C)C)(C)(C)C.ClNC(=O)[O-].C([O:76][C:77]([C:79]1([NH:84][C:85]([CH:87]2[CH2:91][CH:90]([O:92][C:93]3[C:102]4[C:97](=[CH:98][C:99]([O:103][CH3:104])=[CH:100][CH:101]=4)[N:96]=[C:95]([C:105]4[CH:110]=[CH:109][CH:108]=[CH:107][CH:106]=4)[CH:94]=3)[CH2:89][N:88]2[C:111](=[O:131])[NH:112][CH:113]([C:118](=[O:130])NC2C3C(=CC=CC=3)CC2O)[C:114](C)([CH3:116])[CH3:115])=[O:86])[CH2:81][CH:80]1[CH:82]=[CH2:83])=[O:78])C. The yield is 0.240. (8) The reactants are Br[C:2]1[S:6][C:5]([CH:7]=[O:8])=[C:4]([CH3:9])[CH:3]=1.[C:10]1(B(O)O)[CH:15]=[CH:14][CH:13]=[CH:12][CH:11]=1.C([O-])([O-])=O.[Na+].[Na+]. The catalyst is COCCOC.C1C=CC([P]([Pd]([P](C2C=CC=CC=2)(C2C=CC=CC=2)C2C=CC=CC=2)([P](C2C=CC=CC=2)(C2C=CC=CC=2)C2C=CC=CC=2)[P](C2C=CC=CC=2)(C2C=CC=CC=2)C2C=CC=CC=2)(C2C=CC=CC=2)C2C=CC=CC=2)=CC=1. The product is [CH3:9][C:4]1[CH:3]=[C:2]([C:10]2[CH:15]=[CH:14][CH:13]=[CH:12][CH:11]=2)[S:6][C:5]=1[CH:7]=[O:8]. The yield is 0.910. (9) The reactants are Cl.[N:2]1[CH:7]=[CH:6][CH:5]=[CH:4][C:3]=1[C:8]1[CH2:9][CH2:10][NH:11][CH2:12][CH:13]=1.C=O.[F:16][C:17]1[CH:25]=[CH:24][C:20]([C:21]([NH2:23])=[O:22])=[CH:19][C:18]=1[CH3:26].[C:27](=O)([O-])[O-].[K+].[K+]. The catalyst is C(O)C. The product is [N:2]1[CH:7]=[CH:6][CH:5]=[CH:4][C:3]=1[C:8]1[CH2:9][CH2:10][N:11]([CH2:27][NH:23][C:21](=[O:22])[C:20]2[CH:24]=[CH:25][C:17]([F:16])=[C:18]([CH3:26])[CH:19]=2)[CH2:12][CH:13]=1. The yield is 0.280. (10) The reactants are [CH3:1][O:2][C:3]([NH:5][C@H:6]([C:10]([N:12]1[C@@H:16]([CH3:17])[CH2:15][CH2:14][C@H:13]1[C:18]1[NH:22][C:21]2[C:23]3[C:28]([CH2:29][CH2:30][C:20]=2[N:19]=1)=[CH:27][C:26]1[C:31]2[C:36]([CH2:37][O:38][C:25]=1[CH:24]=3)=[CH:35][C:34]([C:39]1[NH:43][C:42]([C@@H:44]3[CH2:48][C@H:47]([CH2:49][O:50][CH3:51])[CH2:46][N:45]3[C:52]([O:54][C:55]([CH3:58])([CH3:57])[CH3:56])=[O:53])=[N:41][CH:40]=1)=[CH:33][CH:32]=2)=[O:11])[CH:7]([CH3:9])[CH3:8])=[O:4].CO. The catalyst is C(Cl)Cl.O=[Mn]=O. The product is [CH3:1][O:2][C:3]([NH:5][C@H:6]([C:10]([N:12]1[C@@H:16]([CH3:17])[CH2:15][CH2:14][C@H:13]1[C:18]1[NH:22][C:21]2[C:23]3[C:28]([CH:29]=[CH:30][C:20]=2[N:19]=1)=[CH:27][C:26]1[C:31]2[C:36]([CH2:37][O:38][C:25]=1[CH:24]=3)=[CH:35][C:34]([C:39]1[NH:43][C:42]([C@@H:44]3[CH2:48][C@H:47]([CH2:49][O:50][CH3:51])[CH2:46][N:45]3[C:52]([O:54][C:55]([CH3:58])([CH3:57])[CH3:56])=[O:53])=[N:41][CH:40]=1)=[CH:33][CH:32]=2)=[O:11])[CH:7]([CH3:9])[CH3:8])=[O:4]. The yield is 0.580.